Dataset: Full USPTO retrosynthesis dataset with 1.9M reactions from patents (1976-2016). Task: Predict the reactants needed to synthesize the given product. Given the product [CH2:2]([O:4][C:5]([N:7]1[CH2:12][CH2:11][N:10]([CH2:13][CH:14]([Cl:25])[C:16]2[CH:21]=[CH:20][C:19]([F:22])=[CH:18][CH:17]=2)[CH2:9][CH2:8]1)=[O:6])[CH3:3], predict the reactants needed to synthesize it. The reactants are: Cl.[CH2:2]([O:4][C:5]([N:7]1[CH2:12][CH2:11][N:10]([CH2:13][CH:14]([C:16]2[CH:21]=[CH:20][C:19]([F:22])=[CH:18][CH:17]=2)O)[CH2:9][CH2:8]1)=[O:6])[CH3:3].S(Cl)([Cl:25])=O.